Dataset: Forward reaction prediction with 1.9M reactions from USPTO patents (1976-2016). Task: Predict the product of the given reaction. (1) Given the reactants CS(O[C:6]1[CH:11]=[CH:10][C:9](/[CH:12]=[CH:13]/[C:14]([OH:16])=[O:15])=[CH:8][CH:7]=1)(=O)=O.[N:17]1(C2C=CC(C=O)=CC=2)[CH:21]=[N:20][CH:19]=[N:18]1, predict the reaction product. The product is: [N:17]1([C:6]2[CH:11]=[CH:10][C:9](/[CH:12]=[CH:13]/[C:14]([OH:16])=[O:15])=[CH:8][CH:7]=2)[CH:21]=[N:20][CH:19]=[N:18]1. (2) Given the reactants [C:1](N1C=CN=C1)(N1C=CN=C1)=[O:2].[NH2:13][CH2:14][CH2:15][C:16]1[CH:56]=[CH:55][C:19]([CH2:20][C:21]2[C:22]([CH3:54])=[CH:23][C:24]([O:50][C:51](=[O:53])[CH3:52])=[C:25]([C@@H:27]3[O:44][C@H:43]([CH2:45][O:46][C:47](=[O:49])[CH3:48])[C@@H:38]([O:39][C:40](=[O:42])[CH3:41])[C@H:33]([O:34][C:35](=[O:37])[CH3:36])[C@H:28]3[O:29][C:30](=[O:32])[CH3:31])[CH:26]=2)=[CH:18][CH:17]=1.CN1CCOCC1.[CH2:64]([OH:71])[C:65]([NH2:70])([CH2:68][OH:69])[CH2:66][OH:67], predict the reaction product. The product is: [C:30]([O:29][C@@H:28]1[C@@H:33]([O:34][C:35](=[O:37])[CH3:36])[C@H:38]([O:39][C:40](=[O:42])[CH3:41])[C@@H:43]([CH2:45][O:46][C:47](=[O:49])[CH3:48])[O:44][C@H:27]1[C:25]1[CH:26]=[C:21]([CH2:20][C:19]2[CH:18]=[CH:17][C:16]([CH2:15][CH2:14][NH:13][C:1]([NH:70][C:65]([CH2:68][OH:69])([CH2:66][OH:67])[CH2:64][OH:71])=[O:2])=[CH:56][CH:55]=2)[C:22]([CH3:54])=[CH:23][C:24]=1[O:50][C:51](=[O:53])[CH3:52])(=[O:32])[CH3:31]. (3) The product is: [Br:1][C:20]1[CH:21]=[CH:22][C:17]([N:12]2[CH2:11][C@H:10]([CH3:9])[O:15][C@H:14]([CH3:16])[CH2:13]2)=[CH:18][C:19]=1[C:23]1[CH:27]=[CH:26][O:25][C:24]=1[CH3:28]. Given the reactants [Br:1]N1C(=O)CCC1=O.[CH3:9][C@H:10]1[O:15][C@@H:14]([CH3:16])[CH2:13][N:12]([C:17]2[CH:22]=[CH:21][CH:20]=[C:19]([C:23]3[CH:27]=[CH:26][O:25][C:24]=3[CH3:28])[CH:18]=2)[CH2:11]1, predict the reaction product. (4) The product is: [Br:25][C:26]1[CH:31]=[C:30]([NH:1][C@@H:2]2[CH2:7][CH2:6][CH2:5][CH2:4][C@@H:3]2[NH:8][C:9](=[O:15])[O:10][C:11]([CH3:12])([CH3:14])[CH3:13])[CH:29]=[N:28][C:27]=1[C:33]#[N:34]. Given the reactants [NH2:1][C@@H:2]1[CH2:7][CH2:6][CH2:5][CH2:4][C@@H:3]1[NH:8][C:9](=[O:15])[O:10][C:11]([CH3:14])([CH3:13])[CH3:12].CCN(C(C)C)C(C)C.[Br:25][C:26]1[C:27]([C:33]#[N:34])=[N:28][CH:29]=[C:30](F)[CH:31]=1.Cl, predict the reaction product. (5) Given the reactants [C:1]([O:5][C:6]([N:8]([CH2:21][C:22]1[CH:37]=[CH:36][C:25]([C:26](OCC2C=CC=CC=2)=[O:27])=[CH:24][CH:23]=1)[C@H:9]([C:11]1[CH:16]=[CH:15][C:14]([C:17]([F:20])([F:19])[F:18])=[CH:13][CH:12]=1)[CH3:10])=[O:7])([CH3:4])([CH3:3])[CH3:2].O[NH:39][C:40](=[NH:52])[CH2:41][CH2:42][CH2:43][CH2:44][CH2:45][CH2:46][CH2:47][CH2:48][CH2:49][CH2:50][CH3:51], predict the reaction product. The product is: [F:19][C:17]([F:18])([F:20])[C:14]1[CH:15]=[CH:16][C:11]([C@@H:9]([N:8]([CH2:21][C:22]2[CH:37]=[CH:36][C:25]([C:26]3[O:27][N:52]=[C:40]([CH2:41][CH2:42][CH2:43][CH2:44][CH2:45][CH2:46][CH2:47][CH2:48][CH2:49][CH2:50][CH3:51])[N:39]=3)=[CH:24][CH:23]=2)[C:6](=[O:7])[O:5][C:1]([CH3:4])([CH3:2])[CH3:3])[CH3:10])=[CH:12][CH:13]=1. (6) Given the reactants Cl.[O:2]1[C:6]2[CH:7]=[CH:8][CH:9]=[C:10]([CH:11]3[CH2:16][CH2:15][N:14]([CH2:17][CH2:18][C@H:19]4[CH2:24][CH2:23][C@H:22]([NH2:25])[CH2:21][CH2:20]4)[CH2:13][CH2:12]3)[C:5]=2[O:4][CH2:3]1.[O:26]1[CH2:31][CH2:30][CH2:29][CH2:28][C@@H:27]1[CH2:32][C:33](O)=[O:34], predict the reaction product. The product is: [O:2]1[C:6]2[CH:7]=[CH:8][CH:9]=[C:10]([CH:11]3[CH2:16][CH2:15][N:14]([CH2:17][CH2:18][C@H:19]4[CH2:20][CH2:21][C@H:22]([NH:25][C:33](=[O:34])[CH2:32][C@H:27]5[CH2:28][CH2:29][CH2:30][CH2:31][O:26]5)[CH2:23][CH2:24]4)[CH2:13][CH2:12]3)[C:5]=2[O:4][CH2:3]1. (7) Given the reactants [CH3:1][C:2]([CH3:38])([CH3:37])[C:3](=[O:36])[CH2:4][O:5][C:6]1[CH:11]=[CH:10][C:9]([C:12]([C:17]2[CH:18]=[C:19]([CH3:34])[C:20]3[O:24][C:23]([C:25]([N:27]([CH2:29][C:30]([OH:32])=[O:31])[CH3:28])=[O:26])=[CH:22][C:21]=3[CH:33]=2)([CH2:15][CH3:16])[CH2:13][CH3:14])=[CH:8][C:7]=1[CH3:35].[BH4-].[Na+], predict the reaction product. The product is: [CH2:13]([C:12]([C:17]1[CH:18]=[C:19]([CH3:34])[C:20]2[O:24][C:23]([C:25]([N:27]([CH2:29][C:30]([OH:32])=[O:31])[CH3:28])=[O:26])=[CH:22][C:21]=2[CH:33]=1)([C:9]1[CH:10]=[CH:11][C:6]([O:5][CH2:4][CH:3]([OH:36])[C:2]([CH3:37])([CH3:38])[CH3:1])=[C:7]([CH3:35])[CH:8]=1)[CH2:15][CH3:16])[CH3:14]. (8) The product is: [CH2:1]([NH:5][CH2:6][P:7]([OH:10])([OH:9])=[O:8])[C:2]([OH:4])=[O:3]. Given the reactants [CH2:1]([NH:5][CH2:6][P:7]([OH:10])([OH:9])=[O:8])[C:2]([OH:4])=[O:3].C(N)(C)C.[Si](O)(O)(O)O, predict the reaction product. (9) Given the reactants [CH2:1]([N:3]1[C:7](B2OC(C)(C)C(C)(C)O2)=[CH:6][CH:5]=[N:4]1)[CH3:2].C(=O)([O-])[O-].[K+].[K+].Br[C:24]1[CH:25]=[C:26]([C:30]([O:32][CH3:33])=[O:31])[S:27][C:28]=1[Cl:29], predict the reaction product. The product is: [Cl:29][C:28]1[S:27][C:26]([C:30]([O:32][CH3:33])=[O:31])=[CH:25][C:24]=1[C:7]1[N:3]([CH2:1][CH3:2])[N:4]=[CH:5][CH:6]=1. (10) Given the reactants [N:1]1C=NC=N[CH:2]=1.[NH2:7][C:8]1[N:12]([C:13]2[CH:18]=[CH:17][C:16]([Br:19])=[CH:15][CH:14]=2)[N:11]=[CH:10][C:9]=1[C:20](O)=O.B(F)(F)F.CCOCC, predict the reaction product. The product is: [Br:19][C:16]1[CH:17]=[CH:18][C:13]([N:12]2[C:8]3=[N:7][CH:2]=[N:1][CH:20]=[C:9]3[CH:10]=[N:11]2)=[CH:14][CH:15]=1.